Dataset: Forward reaction prediction with 1.9M reactions from USPTO patents (1976-2016). Task: Predict the product of the given reaction. (1) Given the reactants [CH2:1]([C:8]1[C:13](=[O:14])[C:12]([I:15])=[C:11]([CH3:16])[NH:10][C:9]=1[CH3:17])[CH2:2][CH2:3][CH2:4][CH2:5][CH2:6][CH3:7].[H-].[Na+].[H][H].[CH2:22](Cl)[C:23]1[CH:28]=[CH:27][CH:26]=[CH:25][CH:24]=1, predict the reaction product. The product is: [CH2:22]([O:14][C:13]1[C:12]([I:15])=[C:11]([CH3:16])[N:10]=[C:9]([CH3:17])[C:8]=1[CH2:1][CH2:2][CH2:3][CH2:4][CH2:5][CH2:6][CH3:7])[C:23]1[CH:28]=[CH:27][CH:26]=[CH:25][CH:24]=1. (2) Given the reactants [N:1]1([CH2:6][CH2:7][NH:8][C:9]2[N:14]=[C:13]([C:15]3[S:19][C:18]4[C:20]([CH2:24][C:25]5[CH:30]=[C:29]([F:31])[CH:28]=[CH:27][C:26]=5[C@@H:32]([NH:37][S@](C(C)(C)C)=O)[C:33]([F:36])([F:35])[F:34])=[CH:21][CH:22]=[CH:23][C:17]=4[CH:16]=3)[C:12]([F:44])=[CH:11][N:10]=2)[CH:5]=[CH:4][N:3]=[N:2]1.Cl, predict the reaction product. The product is: [N:1]1([CH2:6][CH2:7][NH:8][C:9]2[N:14]=[C:13]([C:15]3[S:19][C:18]4[C:20]([CH2:24][C:25]5[CH:30]=[C:29]([F:31])[CH:28]=[CH:27][C:26]=5[C@@H:32]([NH2:37])[C:33]([F:34])([F:35])[F:36])=[CH:21][CH:22]=[CH:23][C:17]=4[CH:16]=3)[C:12]([F:44])=[CH:11][N:10]=2)[CH:5]=[CH:4][N:3]=[N:2]1. (3) Given the reactants [F:1][C:2]([F:12])([F:11])[O:3][C:4]1[CH:5]=[C:6]([CH:8]=[CH:9][CH:10]=1)[NH2:7].N1C=CC=CC=1.Cl[C:20](OC1C=CC=CC=1)=[O:21].[CH3:29][N:30]1[C:38]2[C:37]([O:39][C:40]3[CH:46]=[CH:45][C:43]([NH2:44])=[CH:42][CH:41]=3)=[N:36][CH:35]=[N:34][C:33]=2[CH:32]=[CH:31]1, predict the reaction product. The product is: [CH3:29][N:30]1[C:38]2[C:37]([O:39][C:40]3[CH:46]=[CH:45][C:43]([NH:44][C:20]([NH:7][C:6]4[CH:8]=[CH:9][CH:10]=[C:4]([O:3][C:2]([F:11])([F:12])[F:1])[CH:5]=4)=[O:21])=[CH:42][CH:41]=3)=[N:36][CH:35]=[N:34][C:33]=2[CH:32]=[CH:31]1. (4) Given the reactants [CH2:1]([O:13][C:14]1[N:15]=[CH:16][S:17][C:18]=1[C:19]1[S:23][CH:22]=[N:21][C:20]=1[O:24][CH2:25][CH2:26][CH2:27][CH2:28][CH2:29][CH2:30][CH2:31][CH2:32][CH2:33][CH2:34][CH2:35][CH3:36])[CH2:2][CH2:3][CH2:4][CH2:5][CH2:6][CH2:7][CH2:8][CH2:9][CH2:10][CH2:11][CH3:12].[Li]CCCC.[CH3:42][Sn:43](Cl)([CH3:45])[CH3:44], predict the reaction product. The product is: [CH2:1]([O:13][C:14]1[N:15]=[C:16]([Sn:43]([CH3:45])([CH3:44])[CH3:42])[S:17][C:18]=1[C:19]1[S:23][C:22]([Sn:43]([CH3:45])([CH3:44])[CH3:42])=[N:21][C:20]=1[O:24][CH2:25][CH2:26][CH2:27][CH2:28][CH2:29][CH2:30][CH2:31][CH2:32][CH2:33][CH2:34][CH2:35][CH3:36])[CH2:2][CH2:3][CH2:4][CH2:5][CH2:6][CH2:7][CH2:8][CH2:9][CH2:10][CH2:11][CH3:12].